This data is from Peptide-MHC class II binding affinity with 134,281 pairs from IEDB. The task is: Regression. Given a peptide amino acid sequence and an MHC pseudo amino acid sequence, predict their binding affinity value. This is MHC class II binding data. The peptide sequence is GNTPIFKSGRGCGSC. The MHC is HLA-DQA10501-DQB10301 with pseudo-sequence HLA-DQA10501-DQB10301. The binding affinity (normalized) is 0.374.